From a dataset of Full USPTO retrosynthesis dataset with 1.9M reactions from patents (1976-2016). Predict the reactants needed to synthesize the given product. (1) The reactants are: [Br:1][C:2]1[CH:11]=[C:10]2[C:5]([N:6]=[CH:7][C:8](Cl)=[N:9]2)=[CH:4][CH:3]=1.C[C:14]([N:17]([CH2:21]CN1CCNCC1)[C:18](=O)[O-])([CH3:16])[CH3:15].O.[CH3:30][N:31](C)[CH:32]=O. Given the product [Br:1][C:2]1[CH:11]=[C:10]2[C:5]([N:6]=[CH:7][C:8]([N:31]3[CH2:32][CH2:15][CH:14]([N:17]([CH3:18])[CH3:21])[CH2:16][CH2:30]3)=[N:9]2)=[CH:4][CH:3]=1, predict the reactants needed to synthesize it. (2) Given the product [F:15][C:2]([F:1])([C:8]1[C:13]([CH3:14])=[CH:12][CH:11]=[CH:10][N:9]=1)[C:3]([OH:5])=[O:4], predict the reactants needed to synthesize it. The reactants are: [F:1][C:2]([F:15])([C:8]1[C:13]([CH3:14])=[CH:12][CH:11]=[CH:10][N:9]=1)[C:3]([O:5]CC)=[O:4].O.[OH-].[Li+]. (3) The reactants are: C(O[C:4]([C:6]1[NH:10][C:9]2[CH:11]=[C:12]([Cl:14])[S:13][C:8]=2[CH:7]=1)=[O:5])C.[CH3:15][N:16]1[CH2:21][CH2:20][NH:19][CH2:18][CH2:17]1. Given the product [Cl:14][C:12]1[S:13][C:8]2[CH:7]=[C:6]([C:4]([N:19]3[CH2:20][CH2:21][N:16]([CH3:15])[CH2:17][CH2:18]3)=[O:5])[NH:10][C:9]=2[CH:11]=1, predict the reactants needed to synthesize it. (4) Given the product [OH:36][NH:35][C:25](=[NH:26])[C:24]1[CH:23]=[CH:22][C:21]([O:20][CH2:19][CH2:18][CH2:17][CH2:16][CH2:15][O:14][C:13]2[CH:29]=[CH:30][C:10]([C:5]3[N:6]=[C:7]([CH3:9])[S:8][C:4]=3[CH:1]([CH3:2])[CH3:3])=[CH:11][CH:12]=2)=[CH:28][CH:27]=1, predict the reactants needed to synthesize it. The reactants are: [CH:1]([C:4]1[S:8][C:7]([CH3:9])=[N:6][C:5]=1[C:10]1[CH:30]=[CH:29][C:13]([O:14][CH2:15][CH2:16][CH2:17][CH2:18][CH2:19][O:20][C:21]2[CH:28]=[CH:27][C:24]([C:25]#[N:26])=[CH:23][CH:22]=2)=[CH:12][CH:11]=1)([CH3:3])[CH3:2].C(O)C.Cl.[NH2:35][OH:36].C(N(CC)CC)C. (5) Given the product [CH:2]1([CH:11]([C:6]2[CH:7]=[CH:8][CH:9]=[CH:10][N:5]=2)[NH2:12])[CH2:4][CH2:3]1, predict the reactants needed to synthesize it. The reactants are: Br[CH:2]1[CH2:4][CH2:3]1.[N:5]1[CH:10]=[CH:9][CH:8]=[CH:7][C:6]=1[C:11]#[N:12].[BH4-].[Na+]. (6) Given the product [CH3:1][N:2]([CH3:34])[C:3]([C@H:5]1[CH2:10][CH2:9][C@H:8]([N:11]2[CH:15]=[C:14]([C:16]3[CH:17]=[N:18][C:19]([C:22]4[CH:27]=[CH:26][CH:25]=[C:24]([C:28]5[CH:29]=[N:30][N:31]([CH3:33])[CH:32]=5)[CH:23]=4)=[N:20][CH:21]=3)[CH:13]=[N:12]2)[CH2:7][CH2:6]1)=[O:4], predict the reactants needed to synthesize it. The reactants are: [CH3:1][N:2]([CH3:34])[C:3]([CH:5]1[CH2:10][CH2:9][CH:8]([N:11]2[CH:15]=[C:14]([C:16]3[CH:17]=[N:18][C:19]([C:22]4[CH:27]=[CH:26][CH:25]=[C:24]([C:28]5[CH:29]=[N:30][N:31]([CH3:33])[CH:32]=5)[CH:23]=4)=[N:20][CH:21]=3)[CH:13]=[N:12]2)[CH2:7][CH2:6]1)=[O:4]. (7) Given the product [CH3:6][O:7][C:8]1[CH:16]=[CH:15][CH:14]=[C:13]2[C:9]=1[C:10]([CH:17]=[CH:22][N+:19]([O-:21])=[O:20])=[CH:11][NH:12]2, predict the reactants needed to synthesize it. The reactants are: C([O-])(=O)C.[NH4+].[CH3:6][O:7][C:8]1[CH:16]=[CH:15][CH:14]=[C:13]2[C:9]=1[C:10]([CH:17]=O)=[CH:11][NH:12]2.[N+:19]([CH3:22])([O-:21])=[O:20]. (8) Given the product [CH3:1][O:2][C:3]1[C:4]2[N:15]=[C:16]([NH2:18])[S:17][C:5]=2[C:6]([N:9]2[CH2:14][CH2:13][O:12][CH2:11][CH2:10]2)=[CH:7][CH:8]=1, predict the reactants needed to synthesize it. The reactants are: [CH3:1][O:2][C:3]1[CH:8]=[CH:7][C:6]([N:9]2[CH2:14][CH2:13][O:12][CH2:11][CH2:10]2)=[CH:5][C:4]=1[NH:15][C:16]([NH2:18])=[S:17].BrBr. (9) Given the product [Cl:31][C:17]1[NH:18][C:4]2[C:5](=[N:6][C:7]([C:8]#[C:9][C:10]3[CH:15]=[CH:14][CH:13]=[CH:12][CH:11]=3)=[C:2]([Cl:1])[CH:3]=2)[CH:16]=1, predict the reactants needed to synthesize it. The reactants are: [Cl:1][C:2]1[CH:3]=[C:4]2[NH:18][C:17](=O)[CH2:16][C:5]2=[N:6][C:7]=1[C:8]#[C:9][C:10]1[CH:15]=[CH:14][CH:13]=[CH:12][CH:11]=1.CN(C)C1C=CC=CC=1.P(Cl)(Cl)([Cl:31])=O.